Task: Predict the product of the given reaction.. Dataset: Forward reaction prediction with 1.9M reactions from USPTO patents (1976-2016) (1) Given the reactants [Cl:1][C:2]1[CH:9]=[CH:8][C:5]([CH2:6][NH2:7])=[CH:4][CH:3]=1.[C:10]([CH2:12][C:13](O)=[O:14])#[N:11].C1C=CC2N(O)N=NC=2C=1.CCN=C=NCCCN(C)C.Cl, predict the reaction product. The product is: [Cl:1][C:2]1[CH:9]=[CH:8][C:5]([CH2:6][NH:7][C:13](=[O:14])[CH2:12][C:10]#[N:11])=[CH:4][CH:3]=1. (2) Given the reactants Cl[C:2]1[C:7]2[S:8][C:9]([C:11]3[C:16]([N+]([O-])=O)=[CH:15][CH:14]=[CH:13][C:12]=3[Cl:20])=[N:10][C:6]=2[CH:5]=[CH:4][N:3]=1.ClC1C=CC=C([N+]([O-])=O)C=1[C:24](NC1C=CN=C(Cl)C=1F)=[O:25].[NH2:42][C:43]([NH2:45])=S.[N:46]1[CH:51]=CC=[CH:48][CH:47]=1.CC[N:54]([CH2:57]C)CC, predict the reaction product. The product is: [Cl:20][C:12]1[C:11]([C:9]2[S:8][C:7]3[C:2]([NH:42][C:43]4[CH:48]=[C:47]([CH2:24][OH:25])[N:46]=[CH:51][N:45]=4)=[N:3][CH:4]=[CH:5][C:6]=3[N:10]=2)=[C:16]([CH:15]=[CH:14][CH:13]=1)[C:57]#[N:54]. (3) Given the reactants FC(F)(F)C(O)=O.[CH3:8][O:9][C:10]([C:12]1[CH:13]=[C:14]([CH:33]=[CH:34][C:35]=1[N+:36]([O-:38])=[O:37])[C:15]([C:17]1[N:21]2[CH:22]=[C:23]([C:26]([O:28]C(C)(C)C)=[O:27])[CH:24]=[CH:25][C:20]2=[CH:19][N:18]=1)=[O:16])=[O:11], predict the reaction product. The product is: [CH3:8][O:9][C:10]([C:12]1[CH:13]=[C:14]([CH:33]=[CH:34][C:35]=1[N+:36]([O-:38])=[O:37])[C:15]([C:17]1[N:21]2[CH:22]=[C:23]([C:26]([OH:28])=[O:27])[CH:24]=[CH:25][C:20]2=[CH:19][N:18]=1)=[O:16])=[O:11]. (4) Given the reactants [NH:1]1[CH2:5][CH2:4][CH2:3][CH2:2]1.[F:6][C:7]([F:21])([F:20])[C:8]1[N:12]2[CH2:13][CH2:14][NH:15][CH2:16][C:11]2=[C:10]([C:17]([O-])=[O:18])[N:9]=1, predict the reaction product. The product is: [N:1]1([C:17]([C:10]2[N:9]=[C:8]([C:7]([F:20])([F:6])[F:21])[N:12]3[CH2:13][CH2:14][NH:15][CH2:16][C:11]=23)=[O:18])[CH2:5][CH2:4][CH2:3][CH2:2]1. (5) Given the reactants [CH3:1][O:2][C:3]1[CH:4]=[C:5]([CH2:9][C:10]([OH:12])=O)[CH:6]=[CH:7][CH:8]=1.Cl.CN(C)CCCN=C=NCC.C1C=CC2N(O)N=NC=2C=1.[C:35]([O:39][C:40](=[O:61])[C:41]1[CH:46]=[CH:45][C:44]([CH2:47][N:48]2[C:57](=[O:58])[C:56]3[C:51](=[CH:52][C:53](F)=[C:54]([NH2:59])[CH:55]=3)[N:50]=[CH:49]2)=[CH:43][CH:42]=1)([CH3:38])([CH3:37])[CH3:36].C([O-])(O)=O.[Na+], predict the reaction product. The product is: [C:35]([O:39][C:40](=[O:61])[C:41]1[CH:46]=[CH:45][C:44]([CH2:47][N:48]2[C:57](=[O:58])[C:56]3[C:51](=[CH:52][CH:53]=[C:54]([NH:59][C:10](=[O:12])[CH2:9][C:5]4[CH:6]=[CH:7][CH:8]=[C:3]([O:2][CH3:1])[CH:4]=4)[CH:55]=3)[N:50]=[CH:49]2)=[CH:43][CH:42]=1)([CH3:38])([CH3:36])[CH3:37]. (6) Given the reactants [OH:1][C:2]1[CH:3]=[CH:4][C:5]2[O:9][C:8](=O)[S:7][C:6]=2[CH:11]=1.[C:12](=O)([O-])[O-].[K+].[K+].C(Br)C=C, predict the reaction product. The product is: [CH3:8][O:9][C:5]1[CH:4]=[CH:3][C:2]([OH:1])=[CH:11][C:6]=1[S:7][CH3:12].